Task: Predict the product of the given reaction.. Dataset: Forward reaction prediction with 1.9M reactions from USPTO patents (1976-2016) (1) Given the reactants [CH3:1][NH:2][C:3]1[C:4]2[N:14]=[C:13]([NH:15][CH2:16][CH2:17][CH3:18])[N:12]=[C:11]([NH:19][CH3:20])[C:5]=2[N:6]=[C:7]([C:9]#N)[N:8]=1.[OH-:21].[Na+].[OH:23]S([O-])(=O)=O.[K+].C(Cl)Cl, predict the reaction product. The product is: [CH3:1][NH:2][C:3]1[C:4]2[N:14]=[C:13]([NH:15][CH2:16][CH2:17][CH3:18])[N:12]=[C:11]([NH:19][CH3:20])[C:5]=2[N:6]=[C:7]([C:9]([OH:23])=[O:21])[N:8]=1. (2) Given the reactants [Si]([O:8][CH:9]([C:14]1[CH:19]=[CH:18][N:17]=[C:16]([C:20](=[O:22])[CH3:21])[CH:15]=1)[C:10]([F:13])([F:12])[F:11])(C(C)(C)C)(C)C.[F-].C([N+](CCCC)(CCCC)CCCC)CCC.[Cl-].[NH4+], predict the reaction product. The product is: [F:13][C:10]([F:11])([F:12])[CH:9]([C:14]1[CH:19]=[CH:18][N:17]=[C:16]([C:20](=[O:22])[CH3:21])[CH:15]=1)[OH:8]. (3) Given the reactants [F:1][C:2]1[CH:3]=[CH:4][C:5]2[O:10][CH2:9][CH:8]3[CH:11]([C:16]4[CH:21]=[CH:20][CH:19]=[CH:18][CH:17]=4)[C:12]([CH:14]=[O:15])=[N:13][N:7]3[C:6]=2[CH:22]=1.[CH2:23]([Mg]Cl)[CH3:24], predict the reaction product. The product is: [F:1][C:2]1[CH:3]=[CH:4][C:5]2[O:10][CH2:9][CH:8]3[CH:11]([C:16]4[CH:17]=[CH:18][CH:19]=[CH:20][CH:21]=4)[C:12]([CH:14]([OH:15])[CH2:23][CH3:24])=[N:13][N:7]3[C:6]=2[CH:22]=1. (4) Given the reactants [Br:1][C:2]1[CH:3]=[C:4]([CH:8]=[CH:9][C:10]=1[F:11])[C:5](O)=[O:6].C1N=CN(C(N2C=NC=C2)=O)C=1.[CH3:24][O:25][NH:26][CH3:27], predict the reaction product. The product is: [Br:1][C:2]1[CH:3]=[C:4]([CH:8]=[CH:9][C:10]=1[F:11])[C:5]([N:26]([O:25][CH3:24])[CH3:27])=[O:6]. (5) Given the reactants [CH3:1][C:2]1[CH2:6][CH2:5][C:4]([CH3:8])([CH3:7])[C:3]=1[C:9]#N.[H-].C([Al+]CC(C)C)C(C)C.C([O:23]CC)C, predict the reaction product. The product is: [CH3:1][C:2]1[CH2:6][CH2:5][C:4]([CH3:8])([CH3:7])[C:3]=1[CH:9]=[O:23].